This data is from Peptide-MHC class II binding affinity with 134,281 pairs from IEDB. The task is: Regression. Given a peptide amino acid sequence and an MHC pseudo amino acid sequence, predict their binding affinity value. This is MHC class II binding data. (1) The peptide sequence is CHFITKETPDRLTDQ. The MHC is DRB1_0802 with pseudo-sequence DRB1_0802. The binding affinity (normalized) is 0.329. (2) The peptide sequence is NFTVGRIIELFTAKG. The MHC is DRB1_0901 with pseudo-sequence DRB1_0901. The binding affinity (normalized) is 0.540. (3) The peptide sequence is MKRPSREKQDKKIFTE. The MHC is HLA-DPA10201-DPB10501 with pseudo-sequence HLA-DPA10201-DPB10501. The binding affinity (normalized) is 0.123.